This data is from Catalyst prediction with 721,799 reactions and 888 catalyst types from USPTO. The task is: Predict which catalyst facilitates the given reaction. (1) Reactant: [C:1](Cl)(=O)[C:2]([Cl:4])=[O:3].[Cl:7][C:8]1[CH:23]=[CH:22][C:11]([O:12][C:13]2[CH:21]=[CH:20]C(C(O)=O)=[CH:15][CH:14]=2)=[CH:10][C:9]=1[CH3:24]. Product: [Cl:7][C:8]1[CH:23]=[CH:22][C:11]([O:12][C:13]2[CH:21]=[CH:20][C:1]([C:2]([Cl:4])=[O:3])=[CH:15][CH:14]=2)=[CH:10][C:9]=1[CH3:24]. The catalyst class is: 348. (2) Reactant: [Cl:1][C:2]1[CH:7]=[CH:6][C:5]([C:8](=[O:20])[NH:9][CH:10]([C:14]2[CH:19]=[CH:18][CH:17]=[CH:16][CH:15]=2)[CH2:11][CH2:12][OH:13])=[CH:4][C:3]=1[NH:21][C:22]([C:24]1[C:47](=[O:48])[NH:46][C:27]2[N:28]=[C:29]([N:32]3[CH2:37][CH2:36][CH:35]([NH:38]C(=O)OC(C)(C)C)[CH2:34][CH2:33]3)[N:30]=[CH:31][C:26]=2[CH:25]=1)=[O:23].Cl. Product: [ClH:1].[NH2:38][CH:35]1[CH2:34][CH2:33][N:32]([C:29]2[N:30]=[CH:31][C:26]3[CH:25]=[C:24]([C:22]([NH:21][C:3]4[CH:4]=[C:5]([C:8](=[O:20])[NH:9][CH:10]([C:14]5[CH:15]=[CH:16][CH:17]=[CH:18][CH:19]=5)[CH2:11][CH2:12][OH:13])[CH:6]=[CH:7][C:2]=4[Cl:1])=[O:23])[C:47](=[O:48])[NH:46][C:27]=3[N:28]=2)[CH2:37][CH2:36]1. The catalyst class is: 12.